This data is from TCR-epitope binding with 47,182 pairs between 192 epitopes and 23,139 TCRs. The task is: Binary Classification. Given a T-cell receptor sequence (or CDR3 region) and an epitope sequence, predict whether binding occurs between them. (1) The epitope is ILGLPTQTV. The TCR CDR3 sequence is CSARDLEVLSYEQYF. Result: 0 (the TCR does not bind to the epitope). (2) The epitope is IIKDYGKQM. The TCR CDR3 sequence is CASSFLTGARSKNIQYF. Result: 1 (the TCR binds to the epitope).